This data is from Acute oral toxicity (LD50) regression data from Zhu et al.. The task is: Regression/Classification. Given a drug SMILES string, predict its toxicity properties. Task type varies by dataset: regression for continuous values (e.g., LD50, hERG inhibition percentage) or binary classification for toxic/non-toxic outcomes (e.g., AMES mutagenicity, cardiotoxicity, hepatotoxicity). Dataset: ld50_zhu. (1) The drug is CNC(=O)Oc1ccc(NC(C)=O)cc1. The rat oral LD50 is 2.42, given as -log10 of the dose in mol/kg body weight (higher means more acutely toxic). (2) The drug is CC(Cc1ccc(C(C)(C)C)cc1)CN1CC(C)OC(C)C1. The rat oral LD50 is 2.00, given as -log10 of the dose in mol/kg body weight (higher means more acutely toxic). (3) The rat oral LD50 is 3.00, given as -log10 of the dose in mol/kg body weight (higher means more acutely toxic). The compound is Cn1c(=O)c2c(ncn2C)n(C)c1=O. (4) The drug is O=C(O)CS. The rat oral LD50 is 2.91, given as -log10 of the dose in mol/kg body weight (higher means more acutely toxic). (5) The molecule is C=CC1OCCO1. The rat oral LD50 is 3.07, given as -log10 of the dose in mol/kg body weight (higher means more acutely toxic).